This data is from Forward reaction prediction with 1.9M reactions from USPTO patents (1976-2016). The task is: Predict the product of the given reaction. Given the reactants [CH3:1][C:2]([N:6]1[CH2:10][CH2:9][CH2:8][S:7]1(=[O:12])=[O:11])([C:4]#[CH:5])[CH3:3].C[OH:14], predict the reaction product. The product is: [O:11]=[S:7]1(=[O:12])[CH2:8][CH2:9][CH2:10][N:6]1[C:2]([CH3:1])([CH3:3])[C:4](=[O:14])[CH3:5].